Dataset: Forward reaction prediction with 1.9M reactions from USPTO patents (1976-2016). Task: Predict the product of the given reaction. (1) Given the reactants [O:1]=[C:2]1[CH2:6][CH2:5][C:4](=[O:7])[N:3]1[O:8][C:9](=[O:36])[CH2:10][CH2:11][C:12]1[N:13]=[CH:14][N:15](C(C2C=CC=CC=2)(C2C=CC=CC=2)C2C=CC=CC=2)[CH:16]=1.C([SiH](C(C)C)C(C)C)(C)C.[F:47][C:48]([F:53])([F:52])[C:49]([OH:51])=[O:50], predict the reaction product. The product is: [F:47][C:48]([F:53])([F:52])[C:49]([O-:51])=[O:50].[O:7]=[C:4]1[CH2:5][CH2:6][C:2](=[O:1])[N:3]1[O:8][C:9]([CH2:10][CH2:11][C:12]1[N:13]=[CH:14][NH2+:15][CH:16]=1)=[O:36]. (2) Given the reactants F[C:2]1[C:7]([C:8]2[N:13]=[C:12]([CH3:14])[N:11]=[C:10](SC)[N:9]=2)=[CH:6][C:5]([CH2:17][N:18]2[CH2:23][CH2:22][N:21]([S:24]([CH3:27])(=[O:26])=[O:25])[CH2:20][CH2:19]2)=[CH:4][N:3]=1.[CH3:28][O:29][C:30]1[CH:31]=[C:32]([NH2:36])[CH:33]=[N:34][CH:35]=1.C[N:38](C=O)C.[Li+].C[Si]([N-][Si](C)(C)C)(C)C.C1COCC1.N.CC(O)C, predict the reaction product. The product is: [CH3:28][O:29][C:30]1[CH:31]=[C:32]([NH:36][C:2]2[C:7]([C:8]3[N:13]=[C:12]([CH3:14])[N:11]=[C:10]([NH2:38])[N:9]=3)=[CH:6][C:5]([CH2:17][N:18]3[CH2:23][CH2:22][N:21]([S:24]([CH3:27])(=[O:25])=[O:26])[CH2:20][CH2:19]3)=[CH:4][N:3]=2)[CH:33]=[N:34][CH:35]=1. (3) Given the reactants Cl[C:2]1[N:10]=[C:9]2[C:5]([N:6]([CH2:17][CH3:18])[C:7](=[O:16])[N:8]2[CH:11]2[CH2:15][CH2:14][CH2:13][CH2:12]2)=[CH:4][N:3]=1.[CH3:19][O:20][C:21]1[CH:27]=[C:26]([N:28]2[CH2:33][CH2:32][N:31]([CH3:34])[CH2:30][CH2:29]2)[CH:25]=[CH:24][C:22]=1[NH2:23].C1(C)C=CC(S(O)(=O)=O)=CC=1, predict the reaction product. The product is: [CH:11]1([N:8]2[C:7](=[O:16])[N:6]([CH2:17][CH3:18])[C:5]3[C:9]2=[N:10][C:2]([NH:23][C:22]2[CH:24]=[CH:25][C:26]([N:28]4[CH2:33][CH2:32][N:31]([CH3:34])[CH2:30][CH2:29]4)=[CH:27][C:21]=2[O:20][CH3:19])=[N:3][CH:4]=3)[CH2:15][CH2:14][CH2:13][CH2:12]1.